Dataset: Full USPTO retrosynthesis dataset with 1.9M reactions from patents (1976-2016). Task: Predict the reactants needed to synthesize the given product. Given the product [CH3:3][C:4]1([C:9]2[S:10][C:11]([CH2:14][N:15]3[N:19]=[C:18]([NH2:20])[CH:17]=[N:16]3)=[CH:12][N:13]=2)[O:5][CH2:6][CH2:7][O:8]1, predict the reactants needed to synthesize it. The reactants are: N#N.[CH3:3][C:4]1([C:9]2[S:10][C:11]([CH2:14][N:15]3[N:19]=[C:18]([N+:20]([O-])=O)[CH:17]=[N:16]3)=[CH:12][N:13]=2)[O:8][CH2:7][CH2:6][O:5]1.[NH4+].[Cl-].